Predict the reaction yield, written as a fraction of the theoretical maximum amount of product (1.0 means a 100% yield; for example, 0.34 means a 34% yield). From a dataset of Reaction yield outcomes from USPTO patents with 853,638 reactions. (1) The reactants are [C:1]1([N:7]2[C:12](=[O:13])[N:11]([CH2:14][CH2:15][CH2:16][CH3:17])[C:10](=[O:18])C(C#N)=[N:8]2)[CH:6]=[CH:5][CH:4]=[CH:3][CH:2]=1.Cl.[C:22]([OH:25])(=[O:24])[CH3:23]. No catalyst specified. The product is [C:1]1([N:7]2[C:12](=[O:13])[N:11]([CH2:14][CH2:15][CH2:16][CH3:17])[C:10](=[O:18])[C:23]([C:22]([OH:25])=[O:24])=[N:8]2)[CH:2]=[CH:3][CH:4]=[CH:5][CH:6]=1. The yield is 0.457. (2) The reactants are [O:1]=[C:2]1[CH:11]=[CH:10][C:9]2[CH:8]=[CH:7][C:6](=[O:12])[N:5]3[C@H:13]([CH2:15][N:16]4[CH2:20][CH2:19][C@@H:18]([CH2:21][NH:22]C(=O)C(F)(F)F)[CH2:17]4)[CH2:14][N:3]1[C:4]=23.C(=O)([O-])[O-].[K+].[K+]. The catalyst is CO.O.CO.C(Cl)Cl. The product is [NH2:22][CH2:21][C@@H:18]1[CH2:19][CH2:20][N:16]([CH2:15][C@H:13]2[N:5]3[C:4]4[N:3]([C:2](=[O:1])[CH:11]=[CH:10][C:9]=4[CH:8]=[CH:7][C:6]3=[O:12])[CH2:14]2)[CH2:17]1. The yield is 0.930. (3) The reactants are C(=O)([O-])[O-].[K+].[K+].Cl.O.[NH:9]1[CH2:14][CH2:13][C:12](=[O:15])[CH2:11][CH2:10]1.[CH3:16][S:17](Cl)(=[O:19])=[O:18]. The catalyst is C(Cl)(Cl)Cl.O. The product is [CH3:16][S:17]([N:9]1[CH2:14][CH2:13][C:12](=[O:15])[CH2:11][CH2:10]1)(=[O:19])=[O:18]. The yield is 0.870. (4) The reactants are [CH2:1]([O:5][C:6]1[CH:13]=[C:12]([F:14])[C:9]([CH2:10][OH:11])=[C:8]([F:15])[CH:7]=1)[CH2:2][CH2:3][CH3:4].[C:16]([O:20][C:21]([N:23]1[CH2:28][CH2:27][N:26]([C:29](Cl)=[O:30])[C@H:25]([CH2:32][CH3:33])[CH2:24]1)=[O:22])([CH3:19])([CH3:18])[CH3:17]. No catalyst specified. The product is [CH2:1]([O:5][C:6]1[CH:7]=[C:8]([F:15])[C:9]([CH2:10][O:11][C:29]([N:26]2[CH2:27][CH2:28][N:23]([C:21]([O:20][C:16]([CH3:18])([CH3:17])[CH3:19])=[O:22])[CH2:24][C@H:25]2[CH2:32][CH3:33])=[O:30])=[C:12]([F:14])[CH:13]=1)[CH2:2][CH2:3][CH3:4]. The yield is 0.800. (5) The reactants are CO[C:3]([C@:5]12[CH2:10][C@H:9]1[CH2:8][CH2:7][N:6]2[NH:11][CH2:12][C:13]1[CH:18]=[CH:17][C:16]([F:19])=[CH:15][CH:14]=1)=[O:4].[CH3:20][S:21]([NH:24][C:25]1[CH:40]=[CH:39][C:28]2[NH:29][C:30]([CH2:35][C:36](O)=[O:37])=[N:31][S:32](=[O:34])(=[O:33])[C:27]=2[CH:26]=1)(=[O:23])=[O:22].Cl.CN(C)CCCN=C=NCC.CN1CCOCC1.N12CCCN=C1CCCCC2. The catalyst is CN(C)C=O.C(OCC)(=O)C. The product is [F:19][C:16]1[CH:15]=[CH:14][C:13]([CH2:12][N:11]2[N:6]3[C@:5]4([CH2:10][C@H:9]4[CH2:8][CH2:7]3)[C:3]([OH:4])=[C:35]([C:30]3[NH:29][C:28]4[CH:39]=[CH:40][C:25]([NH:24][S:21]([CH3:20])(=[O:23])=[O:22])=[CH:26][C:27]=4[S:32](=[O:33])(=[O:34])[N:31]=3)[C:36]2=[O:37])=[CH:18][CH:17]=1. The yield is 0.314.